From a dataset of Forward reaction prediction with 1.9M reactions from USPTO patents (1976-2016). Predict the product of the given reaction. (1) The product is: [F:9][C:10]1[C:11]([C:17]#[N:18])=[N:12][CH:13]=[C:14]([F:16])[C:15]=1[I:19]. Given the reactants [Li+].CC([N-]C(C)C)C.[F:9][C:10]1[C:11]([C:17]#[N:18])=[N:12][CH:13]=[C:14]([F:16])[CH:15]=1.[I:19]I, predict the reaction product. (2) Given the reactants Cl[C:2]1[C:7]([N+:8]([O-:10])=[O:9])=[CH:6][CH:5]=[CH:4][N:3]=1.[CH3:11][N:12]1[CH2:17][CH2:16][NH:15][CH2:14][CH2:13]1.C(=O)([O-])[O-].[Cs+].[Cs+], predict the reaction product. The product is: [CH3:11][N:12]1[CH2:17][CH2:16][N:15]([C:2]2[C:7]([N+:8]([O-:10])=[O:9])=[CH:6][CH:5]=[CH:4][N:3]=2)[CH2:14][CH2:13]1. (3) Given the reactants C([O:5][C:6](=[O:53])[C:7]1[CH:12]=[CH:11][CH:10]=[C:9]([CH2:13][CH:14]([NH:28][C:29](=[O:50])[CH2:30][N:31]2[CH2:36][CH2:35][CH:34]([NH:37][C:38](=[O:49])[CH2:39][CH2:40][NH:41]C(OC(C)(C)C)=O)[CH2:33][CH2:32]2)[B:15]2[O:23]C3C(C)(C4CC(C3)C4(C)C)[O:16]2)[C:8]=1OC)(C)(C)C.B(Cl)(Cl)Cl, predict the reaction product. The product is: [NH2:41][CH2:40][CH2:39][C:38]([NH:37][CH:34]1[CH2:33][CH2:32][N:31]([CH2:30][C:29]([NH:28][CH:14]2[CH2:13][C:9]3[CH:10]=[CH:11][CH:12]=[C:7]([C:6]([OH:5])=[O:53])[C:8]=3[O:16][B:15]2[OH:23])=[O:50])[CH2:36][CH2:35]1)=[O:49]. (4) Given the reactants [C:1]([O:5][C:6]([N:8]1[CH2:12][CH2:11][CH2:10][C@@:9]1([CH3:16])[C:13]([OH:15])=[O:14])=[O:7])([CH3:4])([CH3:3])[CH3:2].[Si](C=[N+]=[N-])(C)(C)[CH3:18], predict the reaction product. The product is: [CH3:16][C@@:9]1([C:13]([O:15][CH3:18])=[O:14])[CH2:10][CH2:11][CH2:12][N:8]1[C:6]([O:5][C:1]([CH3:4])([CH3:2])[CH3:3])=[O:7]. (5) Given the reactants [CH3:1][N:2](C(ON1N=NC2C=CC=CC1=2)=[N+](C)C)C.[B-](F)(F)(F)F.C(N(CC)CC)C.[Cl:30][C:31]1[CH:36]=[CH:35][CH:34]=[C:33]([Cl:37])[C:32]=1[C:38]1[C:42]([CH2:43][O:44][C:45]2[N:50]=[C:49]([C:51]([F:54])([F:53])[F:52])[C:48]([N:55]([CH2:57][C:58]3[CH:66]=[CH:65][C:61]([C:62](O)=[O:63])=[CH:60][CH:59]=3)[CH3:56])=[CH:47][CH:46]=2)=[C:41]([CH:67]([CH3:69])[CH3:68])[O:40][N:39]=1.CC1(C)[O:75][CH:74](NC)[CH2:73][O:72]1, predict the reaction product. The product is: [Cl:37][C:33]1[CH:34]=[CH:35][CH:36]=[C:31]([Cl:30])[C:32]=1[C:38]1[C:42]([CH2:43][O:44][C:45]2[N:50]=[C:49]([C:51]([F:52])([F:53])[F:54])[C:48]([N:55]([CH2:57][C:58]3[CH:66]=[CH:65][C:61]([C:62]([NH:2][CH2:1][CH:74]([OH:75])[CH2:73][OH:72])=[O:63])=[CH:60][CH:59]=3)[CH3:56])=[CH:47][CH:46]=2)=[C:41]([CH:67]([CH3:69])[CH3:68])[O:40][N:39]=1. (6) Given the reactants C([O-])([O-])=O.[K+].[K+].[CH2:7](Br)[C:8]1[CH:13]=[CH:12][CH:11]=[CH:10][CH:9]=1.[OH:15][C:16]1[CH:24]=[CH:23][CH:22]=[C:21]([OH:25])[C:17]=1[C:18]([NH2:20])=[O:19], predict the reaction product. The product is: [CH2:7]([O:15][C:16]1[C:17]([C:18]([NH2:20])=[O:19])=[C:21]([OH:25])[CH:22]=[CH:23][CH:24]=1)[C:8]1[CH:13]=[CH:12][CH:11]=[CH:10][CH:9]=1.